This data is from Full USPTO retrosynthesis dataset with 1.9M reactions from patents (1976-2016). The task is: Predict the reactants needed to synthesize the given product. Given the product [CH2:13]([C:5]1[CH:4]=[CH:3][N:2]=[N:1][CH:6]=1)[C:7]1[CH:12]=[CH:11][CH:10]=[CH:9][CH:8]=1, predict the reactants needed to synthesize it. The reactants are: [N:1]1[CH:6]=[CH:5][CH:4]=[CH:3][N:2]=1.[C:7]1([CH2:13]C(O)=O)[CH:12]=[CH:11][CH:10]=[CH:9][CH:8]=1.S(OOS([O-])(=O)=O)([O-])(=O)=O.[NH4+].[NH4+].